Dataset: Retrosynthesis with 50K atom-mapped reactions and 10 reaction types from USPTO. Task: Predict the reactants needed to synthesize the given product. Given the product CC(C)(C)N1C(=O)C(Nc2ccc(N3CCOCC3)cc2)=C(c2ccccc2)S1(=O)=O, predict the reactants needed to synthesize it. The reactants are: CC(C)(C)N1C(=O)C(Cl)=C(c2ccccc2)S1(=O)=O.Nc1ccc(N2CCOCC2)cc1.